From a dataset of Catalyst prediction with 721,799 reactions and 888 catalyst types from USPTO. Predict which catalyst facilitates the given reaction. (1) Reactant: [NH2:1][C:2](=[N:19][OH:20])[C:3]1[CH:8]=[CH:7][C:6]([C@@H:9]([NH:11][C:12](=[O:18])[O:13][C:14]([CH3:17])([CH3:16])[CH3:15])[CH3:10])=[CH:5][CH:4]=1.N1C=CC=CC=1.CN(C=O)C.[C:32](Cl)(=[O:42])[O:33][CH2:34][CH:35]([CH2:40][CH3:41])[CH2:36][CH2:37][CH2:38][CH3:39]. Product: [NH2:1][C:2](=[N:19][O:20][C:32]([O:33][CH2:34][CH:35]([CH2:40][CH3:41])[CH2:36][CH2:37][CH2:38][CH3:39])=[O:42])[C:3]1[CH:4]=[CH:5][C:6]([C@@H:9]([NH:11][C:12](=[O:18])[O:13][C:14]([CH3:15])([CH3:16])[CH3:17])[CH3:10])=[CH:7][CH:8]=1. The catalyst class is: 6. (2) Reactant: [NH:1]1[C:9]2[CH:8]=[CH:7][CH:6]=[C:5]([OH:10])[C:4]=2[CH:3]=[CH:2]1.[C:11]([Si:15]([CH3:18])([CH3:17])Cl)([CH3:14])([CH3:13])[CH3:12].N1C=CN=C1. Product: [Si:15]([O:10][C:5]1[CH:6]=[CH:7][CH:8]=[C:9]2[C:4]=1[CH:3]=[CH:2][NH:1]2)([C:11]([CH3:14])([CH3:13])[CH3:12])([CH3:18])[CH3:17]. The catalyst class is: 3. (3) Reactant: [CH:1]([C:3]1[CH:10]=[CH:9][C:6]([C:7]#[N:8])=[CH:5][CH:4]=1)=[O:2].[SH:11][C:12]1[CH:17]=[CH:16][CH:15]=[CH:14][C:13]=1[CH2:18]O.Cl. Product: [S:11]1[C:12]2[CH:17]=[CH:16][CH:15]=[CH:14][C:13]=2[CH2:18][O:2][CH:1]1[C:3]1[CH:10]=[CH:9][C:6]([C:7]#[N:8])=[CH:5][CH:4]=1. The catalyst class is: 4. (4) Reactant: O.[C:2]1(=[O:12])[C:11]2[C:6](=[CH:7][CH:8]=[CH:9][CH:10]=2)[CH2:5][CH2:4][O:3]1.[N+:13]([O-])([O-:15])=[O:14].[K+]. Product: [N+:13]([C:9]1[CH:10]=[C:11]2[C:6]([CH2:5][CH2:4][O:3][C:2]2=[O:12])=[CH:7][CH:8]=1)([O-:15])=[O:14]. The catalyst class is: 65. (5) Reactant: Cl[O-].[Na+].[C:4]([C:6]1[CH:11]=[CH:10][CH:9]=[C:8]([O:12][CH3:13])[C:7]=1[F:14])#[CH:5].[OH:15][N:16]=[CH:17][CH2:18][CH2:19][C@@:20]([CH3:30])([S:26]([CH3:29])(=[O:28])=[O:27])[C:21]([O:23][CH2:24][CH3:25])=[O:22].O. Product: [F:14][C:7]1[C:8]([O:12][CH3:13])=[CH:9][CH:10]=[CH:11][C:6]=1[C:4]1[O:15][N:16]=[C:17]([CH2:18][CH2:19][C@@:20]([CH3:30])([S:26]([CH3:29])(=[O:28])=[O:27])[C:21]([O:23][CH2:24][CH3:25])=[O:22])[CH:5]=1. The catalyst class is: 4. (6) Reactant: [CH:1]1([C@@H:4]2[NH:9][C:8](=O)[CH2:7][O:6][CH2:5]2)[CH2:3][CH2:2]1.[H-].[Al+3].[Li+].[H-].[H-].[H-]. Product: [CH:1]1([C@H:4]2[CH2:5][O:6][CH2:7][CH2:8][NH:9]2)[CH2:3][CH2:2]1. The catalyst class is: 1. (7) Reactant: Cl[C:2]1[N:7]=[C:6]([C:8]2[CH:9]=[C:10]([NH:14][C:15](=[O:18])[CH:16]=[CH2:17])[CH:11]=[CH:12][CH:13]=2)[C:5]([Cl:19])=[CH:4][N:3]=1.[F:20][C:21]1[CH:22]=[C:23]([CH:25]=[CH:26][C:27]=1[N:28]1[CH2:33][CH2:32][O:31][CH2:30][CH2:29]1)[NH2:24].C([O-])([O-])=O.[Cs+].[Cs+].CC(C1C=C(C(C)C)C(C2C=CC=CC=2P(C2CCCCC2)C2CCCCC2)=C(C(C)C)C=1)C. Product: [Cl:19][C:5]1[C:6]([C:8]2[CH:9]=[C:10]([NH:14][C:15](=[O:18])[CH:16]=[CH2:17])[CH:11]=[CH:12][CH:13]=2)=[N:7][C:2]([NH:24][C:23]2[CH:25]=[CH:26][C:27]([N:28]3[CH2:29][CH2:30][O:31][CH2:32][CH2:33]3)=[C:21]([F:20])[CH:22]=2)=[N:3][CH:4]=1. The catalyst class is: 101.